Token-level Classification. Given an antibody amino acid sequence, predict which amino acid positions are active in antigen binding. Output is a list of indices for active paratope positions. From a dataset of Antibody paratope prediction from SAbDab with 1,023 antibody chains. (1) The paratope positions are: [31, 32, 54, 84, 85, 86, 105, 106, 107, 108, 109, 110, 111]. Given the antibody sequence: EVTLKESGPGLLKPSQTLSLTCSFSGFSIRTSKVGVSWIRQPSGKGLEWLAHIYWDDDKRYNPSLESRLTISKDTSRDMVFMKITSVDTADTATYYCARRGFYGRKYEVNHFDYWGQGTTLTVSS, which amino acid positions are active in antigen binding (paratope)? (2) Given the antibody sequence: DVVMTQSPVSLPVSLGDQASISCRSSQSLGHSSGNTYLHWFLQKPGQSPKLLIYKVSNRFSGVPDRFSGSGSGTDFTFKISRVEAEDLGVYFCFQTTHDPYTFGGGTKLEIK, which amino acid positions are active in antigen binding (paratope)? The paratope positions are: [30, 31, 32, 33, 34]. (3) Given the antibody sequence: EIVLTQSPGTLSLSPGERATFSCRSSHSIRSRRVAWYQHKPGQAPRLVIHGVSNRASGISDRFSGSGSGTDFTLTITRVEPEDFALYYCQVYGASSYTFGQGTKLERK, which amino acid positions are active in antigen binding (paratope)? The paratope positions are: [30]. (4) Given the antibody sequence: EVQLQQPGAELLRPGASVKLSCKASGYTFTNFWMNWVKQRPGQGLELIGMIDPSDSETHYNQMFKDKATLTVDKSSSTAYMQLSSLTSEDSAVYYCARRDYYGILFDYWGQGTTVTVSS, which amino acid positions are active in antigen binding (paratope)? The paratope positions are: [52, 83, 84, 85, 104, 105]. (5) Given the antibody sequence: EVQLQQSGPELKKPGETVKISCKATNYAFTDYSMHWVKQAPGGDLKYVGWINTETDEPTFADDFKGRFAFSLDTSTSTAFLQINNLKNEDTATYFCVRDRHDYGEIFTYWGQGTTVTVSS, which amino acid positions are active in antigen binding (paratope)? The paratope positions are: [52, 83, 84, 85, 104, 105, 106].